This data is from Peptide-MHC class II binding affinity with 134,281 pairs from IEDB. The task is: Regression. Given a peptide amino acid sequence and an MHC pseudo amino acid sequence, predict their binding affinity value. This is MHC class II binding data. The peptide sequence is VPPADKYKTFEAAFT. The MHC is DRB1_1001 with pseudo-sequence DRB1_1001. The binding affinity (normalized) is 0.540.